From a dataset of Full USPTO retrosynthesis dataset with 1.9M reactions from patents (1976-2016). Predict the reactants needed to synthesize the given product. (1) Given the product [C:1]([O:5][C:6]([N:8]1[CH2:13][CH2:12][C@@:11]([C:14]2[CH:19]=[CH:18][C:17]([NH2:20])=[C:16]([O:23][CH3:24])[CH:15]=2)([OH:25])[C@@H:10]([OH:26])[CH2:9]1)=[O:7])([CH3:4])([CH3:3])[CH3:2], predict the reactants needed to synthesize it. The reactants are: [C:1]([O:5][C:6]([N:8]1[CH2:13][CH2:12][C@:11]([OH:25])([C:14]2[CH:19]=[CH:18][C:17]([N+:20]([O-])=O)=[C:16]([O:23][CH3:24])[CH:15]=2)[C@@H:10]([OH:26])[CH2:9]1)=[O:7])([CH3:4])([CH3:3])[CH3:2]. (2) Given the product [Cl:23][C:8]1[C:7]([N+:11]([O-:13])=[O:12])=[CH:6][N:5]=[C:4]([CH:1]2[CH2:3][CH2:2]2)[N:9]=1, predict the reactants needed to synthesize it. The reactants are: [CH:1]1([C:4]2[NH:9][C:8](=O)[C:7]([N+:11]([O-:13])=[O:12])=[CH:6][N:5]=2)[CH2:3][CH2:2]1.C(N(CC)CC)C.P(Cl)(Cl)([Cl:23])=O.